This data is from TCR-epitope binding with 47,182 pairs between 192 epitopes and 23,139 TCRs. The task is: Binary Classification. Given a T-cell receptor sequence (or CDR3 region) and an epitope sequence, predict whether binding occurs between them. The epitope is RLFRKSNLK. The TCR CDR3 sequence is CASSSTGTRGSYEQYF. Result: 0 (the TCR does not bind to the epitope).